From a dataset of Forward reaction prediction with 1.9M reactions from USPTO patents (1976-2016). Predict the product of the given reaction. Given the reactants [CH3:1][O:2][C:3]1[CH:4]=[C:5]([NH:11][C:12]2[C:13]3[N:42]=[CH:41][S:40][C:14]=3[N:15]=[C:16]([N:18]3[CH2:23][CH2:22][CH2:21][CH:20]([C:24]([NH:26][C:27]4[CH:39]=[CH:38][C:30]([C:31]([O:33]C(C)(C)C)=[O:32])=[CH:29][CH:28]=4)=[O:25])[CH2:19]3)[N:17]=2)[CH:6]=[CH:7][C:8]=1[O:9][CH3:10].C(O)(C(F)(F)F)=O, predict the reaction product. The product is: [CH3:1][O:2][C:3]1[CH:4]=[C:5]([NH:11][C:12]2[C:13]3[N:42]=[CH:41][S:40][C:14]=3[N:15]=[C:16]([N:18]3[CH2:23][CH2:22][CH2:21][CH:20]([C:24]([NH:26][C:27]4[CH:28]=[CH:29][C:30]([C:31]([OH:33])=[O:32])=[CH:38][CH:39]=4)=[O:25])[CH2:19]3)[N:17]=2)[CH:6]=[CH:7][C:8]=1[O:9][CH3:10].